Task: Predict the reaction yield, written as a fraction of the theoretical maximum amount of product (1.0 means a 100% yield; for example, 0.34 means a 34% yield).. Dataset: Reaction yield outcomes from USPTO patents with 853,638 reactions (1) The reactants are Cl.[F:2][C:3]1[CH:4]=[C:5]([C:10]2[CH:19]=[CH:18][C:17]3[C:12](=[CH:13][CH:14]=[C:15]([O:20]C)[CH:16]=3)[C:11]=2[O:22][C:23]2[CH:37]=[CH:36][C:26]([O:27][CH2:28][CH2:29][N:30]3[CH2:35][CH2:34][CH2:33][CH2:32][CH2:31]3)=[CH:25][CH:24]=2)[CH:6]=[C:7]([F:9])[CH:8]=1.B(Br)(Br)Br.CO. The catalyst is ClCCl. The product is [F:9][C:7]1[CH:6]=[C:5]([C:10]2[C:11]([O:22][C:23]3[CH:24]=[CH:25][C:26]([O:27][CH2:28][CH2:29][N:30]4[CH2:31][CH2:32][CH2:33][CH2:34][CH2:35]4)=[CH:36][CH:37]=3)=[C:12]3[C:17](=[CH:18][CH:19]=2)[CH:16]=[C:15]([OH:20])[CH:14]=[CH:13]3)[CH:4]=[C:3]([F:2])[CH:8]=1. The yield is 0.960. (2) The reactants are [Cl:1][C:2]1[C:7]([Cl:8])=[CH:6][CH:5]=[CH:4][C:3]=1B(O)O.Br[C:13]1[CH:14]=[C:15]([CH:19]2[CH2:21][CH:20]2[C:22]([O:24][CH3:25])=[O:23])[CH:16]=[N:17][CH:18]=1.C(Cl)Cl.C([O-])([O-])=O.[Na+].[Na+]. The catalyst is CN(C=O)C.C1C=CC(P(C2C=CC=CC=2)[C-]2C=CC=C2)=CC=1.C1C=CC(P(C2C=CC=CC=2)[C-]2C=CC=C2)=CC=1.Cl[Pd]Cl.[Fe+2]. The product is [Cl:1][C:2]1[C:7]([Cl:8])=[CH:6][CH:5]=[CH:4][C:3]=1[C:13]1[CH:14]=[C:15]([CH:19]2[CH2:21][CH:20]2[C:22]([O:24][CH3:25])=[O:23])[CH:16]=[N:17][CH:18]=1. The yield is 0.740. (3) The reactants are [NH2:1][C:2]1[CH:30]=[CH:29][C:5]2[NH:6][C:7]([C:12]3[C:13](=[O:28])[N:14]([CH2:23][CH2:24][CH:25]([CH3:27])[CH3:26])[C:15]4[C:20]([C:21]=3[OH:22])=[CH:19][CH:18]=[CH:17][N:16]=4)=[N:8][S:9](=[O:11])(=[O:10])[C:4]=2[CH:3]=1.[CH2:31]([S:33](Cl)(=[O:35])=[O:34])[CH3:32]. The catalyst is N1C=CC=CC=1. The product is [OH:22][C:21]1[C:20]2[C:15](=[N:16][CH:17]=[CH:18][CH:19]=2)[N:14]([CH2:23][CH2:24][CH:25]([CH3:27])[CH3:26])[C:13](=[O:28])[C:12]=1[C:7]1[NH:6][C:5]2[CH:29]=[CH:30][C:2]([NH:1][S:33]([CH2:31][CH3:32])(=[O:35])=[O:34])=[CH:3][C:4]=2[S:9](=[O:11])(=[O:10])[N:8]=1. The yield is 0.110. (4) The reactants are CC1(C)C(C)(C)OB([C:9]2[CH:10]=[C:11]3[C:16](=[CH:17][CH:18]=2)[O:15][CH2:14][CH2:13][C@@H:12]3[NH:19][C:20](=[O:26])[O:21][C:22]([CH3:25])([CH3:24])[CH3:23])O1.[OH-:28].[Na+].OO. The catalyst is O1CCCC1. The product is [OH:28][C:9]1[CH:10]=[C:11]2[C:16](=[CH:17][CH:18]=1)[O:15][CH2:14][CH2:13][C@@H:12]2[NH:19][C:20](=[O:26])[O:21][C:22]([CH3:25])([CH3:24])[CH3:23]. The yield is 0.850. (5) The reactants are [NH2:1][OH:2].[Cl:3][C:4]1[CH:9]=[C:8]([F:10])[CH:7]=[CH:6][C:5]=1[C:11]1[CH:12]=[N:13][C:14]([N:17]2[CH2:22][CH2:21][N:20]([S:23]([CH:26]=[CH:27][CH2:28][CH2:29][CH2:30][C:31]3[N:36]=[CH:35][CH:34]=[CH:33][N:32]=3)(=[O:25])=[O:24])[CH2:19][CH2:18]2)=[N:15][CH:16]=1. The catalyst is O1CCCC1. The product is [Cl:3][C:4]1[CH:9]=[C:8]([F:10])[CH:7]=[CH:6][C:5]=1[C:11]1[CH:12]=[N:13][C:14]([N:17]2[CH2:18][CH2:19][N:20]([S:23]([CH2:26][CH:27]([NH:1][OH:2])[CH2:28][CH2:29][CH2:30][C:31]3[N:36]=[CH:35][CH:34]=[CH:33][N:32]=3)(=[O:25])=[O:24])[CH2:21][CH2:22]2)=[N:15][CH:16]=1. The yield is 0.530. (6) The product is [Cl:44][C:45]1[CH:46]=[C:47]([CH:49]=[CH:50][C:51]=1[F:52])[NH:48][C:2]1[N:3]=[C:4]([N:22]2[CH2:27][CH2:26][NH:25][CH2:24][CH:23]2[C:28](=[O:37])[NH:29][C:30]2[CH:35]=[CH:34][CH:33]=[C:32]([CH3:36])[CH:31]=2)[C:5]2[N:11]=[C:10]([C:12]3[CH:17]=[CH:16][C:15]([O:18][CH3:19])=[C:14]([O:20][CH3:21])[CH:13]=3)[CH:9]=[CH:8][C:6]=2[N:7]=1. The catalyst is C1C=CC([P]([Pd]([P](C2C=CC=CC=2)(C2C=CC=CC=2)C2C=CC=CC=2)([P](C2C=CC=CC=2)(C2C=CC=CC=2)C2C=CC=CC=2)[P](C2C=CC=CC=2)(C2C=CC=CC=2)C2C=CC=CC=2)(C2C=CC=CC=2)C2C=CC=CC=2)=CC=1.O1CCOCC1.CC(O)(C)C. The yield is 0.470. The reactants are Cl[C:2]1[N:3]=[C:4]([N:22]2[CH2:27][CH2:26][NH:25][CH2:24][CH:23]2[C:28](=[O:37])[NH:29][C:30]2[CH:35]=[CH:34][CH:33]=[C:32]([CH3:36])[CH:31]=2)[C:5]2[N:11]=[C:10]([C:12]3[CH:17]=[CH:16][C:15]([O:18][CH3:19])=[C:14]([O:20][CH3:21])[CH:13]=3)[CH:9]=[CH:8][C:6]=2[N:7]=1.C([O-])([O-])=O.[K+].[K+].[Cl:44][C:45]1[CH:46]=[C:47]([CH:49]=[CH:50][C:51]=1[F:52])[NH2:48]. (7) The reactants are C1C2C(=CC=CC=2)C=CC=1.N1C2C=CC=CC=2NC=1.[C:20](=[O:27])([O:24][CH2:25][CH3:26])OCC.[H-].[Na+].[Br:30][C:31]1[CH:40]=[C:39]2[C:34]([CH2:35][CH2:36][CH2:37][C:38]2=[O:41])=[CH:33][CH:32]=1.N#N. The catalyst is C1(C)C=CC=CC=1.C(O)(=O)C. The product is [Br:30][C:31]1[CH:40]=[C:39]2[C:34]([CH2:35][CH2:36][CH:37]([C:20]([O:24][CH2:25][CH3:26])=[O:27])[C:38]2=[O:41])=[CH:33][CH:32]=1. The yield is 0.770. (8) No catalyst specified. The yield is 0.280. The product is [CH2:14]1[C@H:23]2[C@H:18]([CH2:19][CH2:20][C:21]3[CH:27]=[CH:26][CH:25]=[CH:24][C:22]=32)[N:17]([C:11]([C:4]2[C:5]3[C:10](=[CH:9][CH:8]=[CH:7][CH:6]=3)[N:2]([CH3:1])[CH:3]=2)=[O:13])[CH2:16][CH2:15]1. The reactants are [CH3:1][N:2]1[C:10]2[C:5](=[CH:6][CH:7]=[CH:8][CH:9]=2)[C:4]([C:11]([OH:13])=O)=[CH:3]1.[CH2:14]1[C@H:23]2[C@H:18]([CH2:19][CH2:20][C:21]3[CH:27]=[CH:26][CH:25]=[CH:24][C:22]=32)[NH:17][CH2:16][CH2:15]1.F[P-](F)(F)(F)(F)F.N1(OC(N(C)C)=[N+](C)C)C2N=CC=CC=2N=N1. (9) The reactants are Br[C:2]1[CH:11]=[CH:10][C:5]2[O:6][CH2:7][CH2:8][NH:9][C:4]=2[CH:3]=1.[B:12]1([B:12]2[O:16][C:15]([CH3:18])([CH3:17])[C:14]([CH3:20])([CH3:19])[O:13]2)[O:16][C:15]([CH3:18])([CH3:17])[C:14]([CH3:20])([CH3:19])[O:13]1.CC([O-])=O.[K+].C(Cl)Cl. The catalyst is O1CCOCC1. The product is [CH3:19][C:14]1([CH3:20])[C:15]([CH3:18])([CH3:17])[O:16][B:12]([C:2]2[CH:11]=[CH:10][C:5]3[O:6][CH2:7][CH2:8][NH:9][C:4]=3[CH:3]=2)[O:13]1. The yield is 0.780. (10) The reactants are FC(F)(F)C(N1CCC([N:11]2[CH:15]=[C:14]([C:16]3[CH:17]=[N:18][C:19]([C:22]4[CH:27]=[CH:26][CH:25]=[C:24]([C:28]5[CH:29]=[N:30][N:31]([CH3:33])[CH:32]=5)[CH:23]=4)=[N:20][CH:21]=3)[CH:13]=[N:12]2)CC1)=O.IC1C=NN([C@H:42]2[CH2:47][CH2:46][C@H:45]([N:48]3[CH2:52][CH2:51][O:50][C:49]3=[O:53])[CH2:44][CH2:43]2)C=1. No catalyst specified. The product is [CH3:33][N:31]1[CH:32]=[C:28]([C:24]2[CH:23]=[C:22]([C:19]3[N:20]=[CH:21][C:16]([C:14]4[CH:13]=[N:12][N:11]([CH:42]5[CH2:43][CH2:44][CH:45]([N:48]6[CH2:52][CH2:51][O:50][C:49]6=[O:53])[CH2:46][CH2:47]5)[CH:15]=4)=[CH:17][N:18]=3)[CH:27]=[CH:26][CH:25]=2)[CH:29]=[N:30]1. The yield is 0.510.